This data is from Full USPTO retrosynthesis dataset with 1.9M reactions from patents (1976-2016). The task is: Predict the reactants needed to synthesize the given product. Given the product [Br:1][CH2:11][C:10]([C:6]1[CH:7]=[CH:8][CH:9]=[C:4]([Cl:3])[CH:5]=1)=[O:12], predict the reactants needed to synthesize it. The reactants are: [Br:1]Br.[Cl:3][C:4]1[CH:5]=[C:6]([C:10](=[O:12])[CH3:11])[CH:7]=[CH:8][CH:9]=1.